This data is from hERG potassium channel inhibition data for cardiac toxicity prediction from Karim et al.. The task is: Regression/Classification. Given a drug SMILES string, predict its toxicity properties. Task type varies by dataset: regression for continuous values (e.g., LD50, hERG inhibition percentage) or binary classification for toxic/non-toxic outcomes (e.g., AMES mutagenicity, cardiotoxicity, hepatotoxicity). Dataset: herg_karim. The compound is CC1(C)CCc2cc(CN3CCC4(CC3)CCN(C(=O)c3ccncn3)CC4)ccc2O1. The result is 0 (non-blocker).